From a dataset of Forward reaction prediction with 1.9M reactions from USPTO patents (1976-2016). Predict the product of the given reaction. (1) The product is: [CH2:10]([O:12][CH:13]([O:17][CH2:18][CH3:19])[C:14]([NH:5][CH2:4][C:3]1[CH:6]=[CH:7][CH:8]=[CH:9][C:2]=1[F:1])=[O:15])[CH3:11]. Given the reactants [F:1][C:2]1[CH:9]=[CH:8][CH:7]=[CH:6][C:3]=1[CH2:4][NH2:5].[CH2:10]([O:12][CH:13]([O:17][CH2:18][CH3:19])[C:14]([O-])=[O:15])[CH3:11].[Na+].O.ON1C2C=CC=CC=2N=N1.C(N(C(C)C)CC)(C)C.Cl.C(N=C=NCCCN(C)C)C, predict the reaction product. (2) Given the reactants I[C:2]1[C:10]2[CH:9]=[N:8][CH:7]=[N:6][C:5]=2[N:4]([CH:11]2[CH2:14][O:13][CH2:12]2)[CH:3]=1.[C:15]1([C:21](=[N:28][C:29]2[CH:30]=[N:31][CH:32]=[C:33]([CH:40]=2)[C:34](N(OC)C)=[O:35])[C:22]2[CH:27]=[CH:26][CH:25]=[CH:24][CH:23]=2)[CH:20]=[CH:19][CH:18]=[CH:17][CH:16]=1, predict the reaction product. The product is: [C:15]1([C:21](=[N:28][C:29]2[CH:40]=[C:33]([C:34]([C:2]3[C:10]4[CH:9]=[N:8][CH:7]=[N:6][C:5]=4[N:4]([CH:11]4[CH2:14][O:13][CH2:12]4)[CH:3]=3)=[O:35])[CH:32]=[N:31][CH:30]=2)[C:22]2[CH:27]=[CH:26][CH:25]=[CH:24][CH:23]=2)[CH:20]=[CH:19][CH:18]=[CH:17][CH:16]=1. (3) Given the reactants [O:1]=[C:2]1[C:7]([C:8]([O:10]C)=[O:9])=[CH:6][CH:5]=[CH:4][N:3]1[CH:12]([C:14]1[CH:19]=[CH:18][CH:17]=[CH:16][CH:15]=1)[CH3:13].[OH-].[Na+], predict the reaction product. The product is: [O:1]=[C:2]1[C:7]([C:8]([OH:10])=[O:9])=[CH:6][CH:5]=[CH:4][N:3]1[CH:12]([C:14]1[CH:19]=[CH:18][CH:17]=[CH:16][CH:15]=1)[CH3:13].